Dataset: Experimentally validated miRNA-target interactions with 360,000+ pairs, plus equal number of negative samples. Task: Binary Classification. Given a miRNA mature sequence and a target amino acid sequence, predict their likelihood of interaction. (1) The miRNA is cel-miR-1829a-3p with sequence CAACCAUUGGAAUUUCUCUAUU. The protein sequence of the target gene is MRRPPGNGEAASEGPGGWGLWGVQESRRLCCAGHDRCKQALLQIGINMMALPGGRHLDSVTLPGQRLHLMQVDSVQRWMEDLKLMTECECMCVLQAKPISLEEDAQGDLILAGGPGPGDPLQLLLKRGWVISTELRRIGQKLAQDRWARVHSMSVRLTCHARSMVSEYSAVSRNSLKEMGEIEKLLMEKCSELSAVTERCLQVENEHVLKSMKACVSETLSMLGQHFGQLLELALTREVQALVRKIDASDNIYTTESTTGNLFSLTQEGAPLCRIIAKEGGVVALFKVCRQDSFRCLYPQ.... Result: 0 (no interaction). (2) The miRNA is hsa-miR-583 with sequence CAAAGAGGAAGGUCCCAUUAC. The protein sequence of the target gene is MPRSPGTRLKPAKYIPVATAAALLVGSSTLFFVFTCPWLTRAVSPAIPVYNGILFLFVLANFSMATFMDPGVFPRADEDEDKEDDFRAPLYKNVDVRGIQVRMKWCATCHFYRPPRCSHCSVCDNCVEDFDHHCPWVNNCIGRRNYRYFFLFLLSLSAHMVGVVAFGLLYVLNHSEGLGAAHTTITMAVMCVAGLFFIPVIGLTGFHVVLVTRGRTTNEQVTGKFRGGVNPFTRGCYGNVEHVLCSPLAPRYVVEPPRMPLSVSLKPPFLRPELLERAVPLKVKLSDNGLKAGRSKSKGS.... Result: 0 (no interaction). (3) The miRNA is bta-miR-378 with sequence ACUGGACUUGGAGUCAGAAGGC. The protein sequence of the target gene is MAAPVKGNRKQSTEGDALDPPASPKPAGKQNGIQNPISLEDSPEAGGEREEEQEREEEQAFLVSLYKFMKERHTPIERVPHLGFKQINLWKIYKAVEKLGAYELVTGRRLWKNVYDELGGSPGSTSAATCTRRHYERLVLPYVRHLKGEDDKPLPTSKPRKQYKMAKENRGDDGATERPKKAKEERRMDQMMPGKTKADAADPAPLPSQEPPRNSTEQQGLASGSSVSFVGASGCPEAYKRLLSSFYCKGTHGIMSPLAKKKLLAQVSKVEALQCQEEGCRHGAEPQASPAVHLPESPQS.... Result: 0 (no interaction). (4) The protein sequence of the target gene is MSLPPIRLPSPYGSDRLVQLAARLRPALCDTLITVGSQEFPAHSLVLAGVSQQLGRRGQWALGEGISPSTFAQLLNFVYGESVELQPGELRPLQEAARALGVQSLEEACWRARGDRAKKPDPGLKKHQEEPEKPSRNPERELGDPGEKQKPEQVSRTGGREQEMLHKHSPPRGRPEMAGATQEAQQEQTRSKEKRLQAPVGQRGADGKHGVLTWLRENPGGSEESLRKLPGPLPPAGSLQTSVTPRPSWAEAPWLVGGQPALWSILLMPPRYGIPFYHSTPTTGAWQEVWREQRIPLSLN.... Result: 0 (no interaction). The miRNA is rno-miR-652-3p with sequence AAUGGCGCCACUAGGGUUGUG. (5) Result: 0 (no interaction). The miRNA is mmu-miR-540-3p with sequence AGGUCAGAGGUCGAUCCUGG. The protein sequence of the target gene is MGSIGSQRLKEPCVAATSDQSVVTSFSFDNFQLETTAEGAQDPGIRVRGVPTFTDSAVEEPVPDDRYHAIYFAMLLAGVGFLLPYNSFITDVDYLHHKYPGTSIVFDMSLTYILVALAAVLLNNVVVERLNLHTRITTGYLLALGPLLFISICDVWLQLFSHDQAYAINLAAVGTVAFGCTVQQSSFYGYTGLLPKRYTQGVMTGESTAGVMISLSRILTKLLLPDERASTIIFFLVSAGLELLCFLLHLLVRRSRFVLYYTTRPRDSRPVQAGYRVHHDVASGDIHFEHQTPALSSSRS....